Dataset: Reaction yield outcomes from USPTO patents with 853,638 reactions. Task: Predict the reaction yield, written as a fraction of the theoretical maximum amount of product (1.0 means a 100% yield; for example, 0.34 means a 34% yield). (1) The reactants are [Cl:1][C:2]1[CH:10]=[CH:9][C:5]([C:6]([OH:8])=O)=[CH:4][N:3]=1.C(N(CC)CC)C.[CH3:18][O:19][C:20]([C:22]1[S:26][C:25]2[C:27]([NH2:31])=[CH:28][CH:29]=[CH:30][C:24]=2[CH:23]=1)=[O:21]. The catalyst is C(Cl)Cl.CN(C)C1C=CN=CC=1.CCOC(C)=O. The product is [CH3:18][O:19][C:20]([C:22]1[S:26][C:25]2[C:27]([NH:31][C:6]([C:5]3[CH:4]=[N:3][C:2]([Cl:1])=[CH:10][CH:9]=3)=[O:8])=[CH:28][CH:29]=[CH:30][C:24]=2[CH:23]=1)=[O:21]. The yield is 0.680. (2) The reactants are [CH2:1]=[CH:2][CH2:3][CH2:4][CH2:5][CH2:6][CH2:7][CH3:8].[CH:9]1([BH:15]C2CCCCC2)CCCC[CH2:10]1.N1[CH:27]=[CH:26][CH:25]=[CH:24][C:23]=1[CH3:28].[CH2:29]1[CH2:33]O[CH2:31][CH2:30]1. No catalyst specified. The product is [CH:2]1([CH:3]([CH:23]2[CH2:28][CH2:27][CH2:26][CH2:25][CH2:24]2)[CH2:4][CH2:5][CH2:6][CH2:7][CH2:8][CH2:10][CH2:9][BH2:15])[CH2:33][CH2:29][CH2:30][CH2:31][CH2:1]1. The yield is 0.320.